This data is from Reaction yield outcomes from USPTO patents with 853,638 reactions. The task is: Predict the reaction yield, written as a fraction of the theoretical maximum amount of product (1.0 means a 100% yield; for example, 0.34 means a 34% yield). (1) The reactants are O=[C:2]1[C:10]2([C:14]3=[CH:15][C:16]4[O:20][CH2:19][O:18][C:17]=4[CH:21]=[C:13]3[O:12][CH2:11]2)[C:9]2[C:4](=[CH:5][CH:6]=[CH:7][CH:8]=2)[N:3]1[CH2:22][CH2:23][N:24]1C(=O)C2C(=CC=CC=2)C1=O.NN. The catalyst is CO. The product is [NH2:24][CH2:23][CH2:22][N:3]1[C:4]2[C:9](=[CH:8][CH:7]=[CH:6][CH:5]=2)[C:10]2([C:14]3=[CH:15][C:16]4[O:20][CH2:19][O:18][C:17]=4[CH:21]=[C:13]3[O:12][CH2:11]2)[CH2:2]1. The yield is 0.560. (2) The reactants are [Cl:1][C:2]1[N:11]=[CH:10][C:9]([Cl:12])=[CH:8][C:3]=1[C:4]([O:6][CH3:7])=[O:5].FC(F)(F)C(O)=[O:16].OO. No catalyst specified. The product is [Cl:1][C:2]1[N+:11]([O-:16])=[CH:10][C:9]([Cl:12])=[CH:8][C:3]=1[C:4]([O:6][CH3:7])=[O:5]. The yield is 0.990. (3) The reactants are [CH3:1][O:2][C:3]([N:5]1[C@@H:13]2[C@@H:8]([CH2:9][CH2:10][CH2:11][CH2:12]2)[CH2:7][C:6]1(SC1C=CC=CC=1)[C:14]([O:16][CH3:17])=[O:15])=[O:4].ClC1C=CC=C(C(OO)=O)C=1.C(=O)(O)[O-].[Na+]. The catalyst is C(Cl)Cl. The product is [CH3:1][O:2][C:3]([N:5]1[C@@H:13]2[C@@H:8]([CH2:9][CH2:10][CH2:11][CH2:12]2)[CH:7]=[C:6]1[C:14]([O:16][CH3:17])=[O:15])=[O:4]. The yield is 0.210. (4) The reactants are [C:1]([C:4]1[C:12]2[O:11][C:10]([CH:13]3[CH2:18][CH2:17][CH2:16][N:15](C(OCC4C=CC=CC=4)=O)[CH2:14]3)=[N:9][C:8]=2[CH:7]=[CH:6][CH:5]=1)(=[O:3])[NH2:2].[H][H]. The catalyst is CO.[Pd]. The product is [NH:15]1[CH2:16][CH2:17][CH2:18][CH:13]([C:10]2[O:11][C:12]3[C:4]([C:1]([NH2:2])=[O:3])=[CH:5][CH:6]=[CH:7][C:8]=3[N:9]=2)[CH2:14]1. The yield is 0.250.